This data is from Reaction yield outcomes from USPTO patents with 853,638 reactions. The task is: Predict the reaction yield, written as a fraction of the theoretical maximum amount of product (1.0 means a 100% yield; for example, 0.34 means a 34% yield). The reactants are C([O-])(=O)C.[Na+].Cl.NO.[C:9]([O:13][C:14]([N:16]1[CH2:21][CH2:20][CH:19]([O:22][C:23]2[CH:28]=[CH:27][CH:26]=[C:25]([N:29]=C(C3C=CC=CC=3)C3C=CC=CC=3)[CH:24]=2)[CH2:18][CH2:17]1)=[O:15])([CH3:12])([CH3:11])[CH3:10]. The catalyst is CO.ClCCl. The product is [C:9]([O:13][C:14]([N:16]1[CH2:21][CH2:20][CH:19]([O:22][C:23]2[CH:28]=[CH:27][CH:26]=[C:25]([NH2:29])[CH:24]=2)[CH2:18][CH2:17]1)=[O:15])([CH3:12])([CH3:10])[CH3:11]. The yield is 0.930.